Task: Regression. Given two drug SMILES strings and cell line genomic features, predict the synergy score measuring deviation from expected non-interaction effect.. Dataset: NCI-60 drug combinations with 297,098 pairs across 59 cell lines (1) Drug 1: CCC1(CC2CC(C3=C(CCN(C2)C1)C4=CC=CC=C4N3)(C5=C(C=C6C(=C5)C78CCN9C7C(C=CC9)(C(C(C8N6C=O)(C(=O)OC)O)OC(=O)C)CC)OC)C(=O)OC)O.OS(=O)(=O)O. Drug 2: CN1C2=C(C=C(C=C2)N(CCCl)CCCl)N=C1CCCC(=O)O.Cl. Cell line: SN12C. Synergy scores: CSS=-3.89, Synergy_ZIP=1.87, Synergy_Bliss=1.14, Synergy_Loewe=-5.24, Synergy_HSA=-5.19. (2) Drug 1: C(=O)(N)NO. Drug 2: C1CC(=O)NC(=O)C1N2C(=O)C3=CC=CC=C3C2=O. Cell line: NCI/ADR-RES. Synergy scores: CSS=2.10, Synergy_ZIP=1.84, Synergy_Bliss=0.550, Synergy_Loewe=5.08, Synergy_HSA=-2.79. (3) Drug 1: C1CCC(CC1)NC(=O)N(CCCl)N=O. Drug 2: C1CN(CCN1C(=O)CCBr)C(=O)CCBr. Cell line: SNB-75. Synergy scores: CSS=26.1, Synergy_ZIP=0.499, Synergy_Bliss=0.509, Synergy_Loewe=1.96, Synergy_HSA=3.40. (4) Drug 1: C1CCC(C(C1)N)N.C(=O)(C(=O)[O-])[O-].[Pt+4]. Drug 2: CC1C(C(CC(O1)OC2CC(CC3=C2C(=C4C(=C3O)C(=O)C5=C(C4=O)C(=CC=C5)OC)O)(C(=O)CO)O)N)O.Cl. Cell line: SN12C. Synergy scores: CSS=35.1, Synergy_ZIP=-8.48, Synergy_Bliss=-12.7, Synergy_Loewe=-15.8, Synergy_HSA=-9.10. (5) Drug 1: C1=CN(C=N1)CC(O)(P(=O)(O)O)P(=O)(O)O. Drug 2: CC1C(C(CC(O1)OC2CC(OC(C2O)C)OC3=CC4=CC5=C(C(=O)C(C(C5)C(C(=O)C(C(C)O)O)OC)OC6CC(C(C(O6)C)O)OC7CC(C(C(O7)C)O)OC8CC(C(C(O8)C)O)(C)O)C(=C4C(=C3C)O)O)O)O. Cell line: U251. Synergy scores: CSS=42.5, Synergy_ZIP=6.62, Synergy_Bliss=10.5, Synergy_Loewe=-18.0, Synergy_HSA=2.04. (6) Synergy scores: CSS=8.88, Synergy_ZIP=-2.06, Synergy_Bliss=1.29, Synergy_Loewe=-4.58, Synergy_HSA=2.51. Drug 2: CC1=CC=C(C=C1)C2=CC(=NN2C3=CC=C(C=C3)S(=O)(=O)N)C(F)(F)F. Drug 1: CS(=O)(=O)C1=CC(=C(C=C1)C(=O)NC2=CC(=C(C=C2)Cl)C3=CC=CC=N3)Cl. Cell line: U251. (7) Drug 1: CC(CN1CC(=O)NC(=O)C1)N2CC(=O)NC(=O)C2. Drug 2: CC(C)(C#N)C1=CC(=CC(=C1)CN2C=NC=N2)C(C)(C)C#N. Cell line: COLO 205. Synergy scores: CSS=52.2, Synergy_ZIP=2.40, Synergy_Bliss=4.19, Synergy_Loewe=2.92, Synergy_HSA=3.08.